Dataset: Full USPTO retrosynthesis dataset with 1.9M reactions from patents (1976-2016). Task: Predict the reactants needed to synthesize the given product. (1) Given the product [Cl:8][C:6]1[CH:7]=[CH:2][C:3]([CH3:27])=[C:4]([C:9]2[N:13]3[C:14]4[N:22]=[C:21]([O:23][CH3:24])[CH:20]=[CH:19][C:15]=4[N:16]=[C:17]([CH3:18])[C:12]3=[C:11]([CH3:25])[N:10]=2)[CH:5]=1, predict the reactants needed to synthesize it. The reactants are: Cl[C:2]1[CH:3]=[C:4]([C:9]2[N:13]3[C:14]4[N:22]=[C:21]([O:23][CH3:24])[CH:20]=[CH:19][C:15]=4[N:16]=[C:17]([CH3:18])[C:12]3=[C:11]([CH3:25])[N:10]=2)[CH:5]=[C:6]([Cl:8])[CH:7]=1.Cl[C:27]1C=CC(C)=C(B(O)O)C=1.C([O-])([O-])=O.[K+].[K+]. (2) Given the product [CH2:32]([O:31][C@H:12]1[C@H:13]([O:23][CH2:24][C:25]2[CH:30]=[CH:29][CH:28]=[CH:27][CH:26]=2)[C@@H:14]([O:15][CH2:16][C:17]2[CH:22]=[CH:21][CH:20]=[CH:19][CH:18]=2)[C@H:9]([C:4]2[S:3][C:2]([Cl:1])=[C:6]([CH2:7][Br:49])[CH:5]=2)[O:10][C@@H:11]1[CH2:39][O:40][CH2:41][C:42]1[CH:47]=[CH:46][CH:45]=[CH:44][CH:43]=1)[C:33]1[CH:38]=[CH:37][CH:36]=[CH:35][CH:34]=1, predict the reactants needed to synthesize it. The reactants are: [Cl:1][C:2]1[S:3][C:4]([C@H:9]2[C@H:14]([O:15][CH2:16][C:17]3[CH:22]=[CH:21][CH:20]=[CH:19][CH:18]=3)[C@@H:13]([O:23][CH2:24][C:25]3[CH:30]=[CH:29][CH:28]=[CH:27][CH:26]=3)[C@H:12]([O:31][CH2:32][C:33]3[CH:38]=[CH:37][CH:36]=[CH:35][CH:34]=3)[C@@H:11]([CH2:39][O:40][CH2:41][C:42]3[CH:47]=[CH:46][CH:45]=[CH:44][CH:43]=3)[O:10]2)=[CH:5][C:6]=1[CH2:7]O.P(Br)(Br)[Br:49].N1C=CC=CC=1.